The task is: Predict which catalyst facilitates the given reaction.. This data is from Catalyst prediction with 721,799 reactions and 888 catalyst types from USPTO. (1) Reactant: [CH3:1][O:2][C:3](=[O:22])[CH2:4][S:5]([NH:8][C:9]1[CH:17]=[C:16]([C:18]([O:20][CH3:21])=[O:19])[CH:15]=[C:14]2[C:10]=1[CH:11]=[CH:12][NH:13]2)(=[O:7])=[O:6].[C:23](=O)([O-])[O-].[K+].[K+].IC. Product: [CH3:23][N:8]([S:5]([CH2:4][C:3]([O:2][CH3:1])=[O:22])(=[O:7])=[O:6])[C:9]1[CH:17]=[C:16]([C:18]([O:20][CH3:21])=[O:19])[CH:15]=[C:14]2[C:10]=1[CH:11]=[CH:12][NH:13]2. The catalyst class is: 9. (2) Reactant: [OH:1][CH:2]1[CH2:7][CH2:6][N:5]([C:8]([O:10][C:11]([CH3:14])([CH3:13])[CH3:12])=[O:9])[CH2:4][CH2:3]1.[CH2:15]([O:22][C:23]1[CH:28]=[CH:27][C:26](O)=[CH:25][CH:24]=1)[C:16]1[CH:21]=[CH:20][CH:19]=[CH:18][CH:17]=1.C1(P(C2C=CC=CC=2)C2C=CC=CC=2)C=CC=CC=1. Product: [CH2:15]([O:22][C:23]1[CH:28]=[CH:27][C:26]([O:1][CH:2]2[CH2:3][CH2:4][N:5]([C:8]([O:10][C:11]([CH3:14])([CH3:13])[CH3:12])=[O:9])[CH2:6][CH2:7]2)=[CH:25][CH:24]=1)[C:16]1[CH:21]=[CH:20][CH:19]=[CH:18][CH:17]=1. The catalyst class is: 7. (3) Reactant: [Cl:1][C:2]1[CH:3]=[C:4]([CH:23]=[CH:24][C:25]=1[O:26][CH3:27])[CH2:5][NH:6][C:7]1[C:12]([C:13]([OH:15])=O)=[CH:11][N:10]=[C:9]([N:16]2[CH2:20][CH2:19][CH2:18][C@H:17]2[CH2:21][OH:22])[N:8]=1.[NH2:28][C:29]1[C:30]([CH3:36])=[N:31][N:32]([CH3:35])[C:33]=1[CH3:34].Cl.CN(C)CCCN=C=NCC.O.ON1C2C=CC=CC=2N=N1.C(=O)([O-])O.[Na+]. Product: [OH:22][CH2:21][C@@H:17]1[CH2:18][CH2:19][CH2:20][N:16]1[C:9]1[N:8]=[C:7]([NH:6][CH2:5][C:4]2[CH:23]=[CH:24][C:25]([O:26][CH3:27])=[C:2]([Cl:1])[CH:3]=2)[C:12]([C:13](=[O:15])[NH:28][C:29]2[C:30]([CH3:36])=[N:31][N:32]([CH3:35])[C:33]=2[CH3:34])=[CH:11][N:10]=1. The catalyst class is: 9. (4) Reactant: [CH:1]1([C:7]2[C:8]3[CH:9]=[CH:10][C:11]([C:32](O)=[O:33])=[CH:12][C:13]=3[N:14]3[CH2:20][C:19]([C:21]4[O:22][CH:23]=[CH:24][N:25]=4)=[CH:18][C:17]4[CH:26]=[C:27]([O:30][CH3:31])[CH:28]=[CH:29][C:16]=4[C:15]=23)[CH2:6][CH2:5][CH2:4][CH2:3][CH2:2]1.[C:35](N1C=CN=C1)([N:37]1[CH:41]=CN=C1)=O.C[NH:48][S:49](NC)(=[O:51])=[O:50].C1CCN2C(=NCCC2)CC1. Product: [CH:1]1([C:7]2[C:8]3[CH:9]=[CH:10][C:11]([C:32]([NH:48][S:49]([N:37]([CH3:41])[CH3:35])(=[O:51])=[O:50])=[O:33])=[CH:12][C:13]=3[N:14]3[CH2:20][C:19]([C:21]4[O:22][CH:23]=[CH:24][N:25]=4)=[CH:18][C:17]4[CH:26]=[C:27]([O:30][CH3:31])[CH:28]=[CH:29][C:16]=4[C:15]=23)[CH2:6][CH2:5][CH2:4][CH2:3][CH2:2]1. The catalyst class is: 1. (5) Reactant: [CH2:1]([N:8]([C:30]1[CH:31]=[CH:32][C:33]([OH:39])=[C:34]([CH:38]=1)[C:35]([OH:37])=[O:36])[C:9](=[O:29])[CH2:10][N:11]([CH2:22][C:23]1[CH:28]=[CH:27][CH:26]=[CH:25][CH:24]=1)[S:12]([C:15]1[CH:20]=[CH:19][C:18]([CH3:21])=[CH:17][CH:16]=1)(=[O:14])=[O:13])[C:2]1[CH:7]=[CH:6][CH:5]=[CH:4][CH:3]=1.[C:40](#[N:42])[CH3:41]. Product: [CH2:22]([N:11]([CH2:10][C:9]([N:8]([C:30]1[CH:31]=[CH:32][C:33]([OH:39])=[C:34]([CH:38]=1)[C:35]([OH:37])=[O:36])[CH2:1][C:2]1[CH:3]=[CH:4][CH:5]=[C:6]([C:16]2[CH:15]=[CH:20][N:42]=[CH:40][CH:41]=2)[CH:7]=1)=[O:29])[S:12]([C:15]1[CH:16]=[CH:17][C:18]([C:21]2[CH:6]=[CH:7][CH:2]=[CH:3][CH:4]=2)=[CH:19][CH:20]=1)(=[O:14])=[O:13])[C:23]1[CH:28]=[CH:27][CH:26]=[CH:25][CH:24]=1. The catalyst class is: 6. (6) Reactant: Br[CH2:2][CH2:3][C:4]([CH3:7])([OH:6])[CH3:5].C(N(CC)CC)C.[N-:15]=[N+:16]=[N-:17].[Na+]. Product: [N:15]([CH2:2][CH2:3][C:4]([CH3:7])([OH:6])[CH3:5])=[N+:16]=[N-:17]. The catalyst class is: 34.